From a dataset of NCI-60 drug combinations with 297,098 pairs across 59 cell lines. Regression. Given two drug SMILES strings and cell line genomic features, predict the synergy score measuring deviation from expected non-interaction effect. Drug 1: C1=CC(=CC=C1CCC2=CNC3=C2C(=O)NC(=N3)N)C(=O)NC(CCC(=O)O)C(=O)O. Cell line: HOP-92. Drug 2: C#CCC(CC1=CN=C2C(=N1)C(=NC(=N2)N)N)C3=CC=C(C=C3)C(=O)NC(CCC(=O)O)C(=O)O. Synergy scores: CSS=9.99, Synergy_ZIP=-1.60, Synergy_Bliss=0.203, Synergy_Loewe=0.650, Synergy_HSA=0.197.